From a dataset of Full USPTO retrosynthesis dataset with 1.9M reactions from patents (1976-2016). Predict the reactants needed to synthesize the given product. (1) Given the product [NH2:1][C:2]1[N:7]=[C:6]([N:8]2[CH2:32][CH2:31][C:11]3([CH2:15][N:14]([C:16]([O:18][CH2:19][C:20]4[CH:21]=[CH:22][CH:23]=[CH:24][CH:25]=4)=[O:17])[C@H:13]([C:26]([O:28][CH2:29][CH3:30])=[O:27])[CH2:12]3)[CH2:10][CH2:9]2)[CH:5]=[C:4]([O:33][C@H:34]([C:39]2[CH:44]=[CH:43][C:42]([CH2:45][N:71]([CH3:73])[CH3:72])=[CH:41][C:40]=2[N:47]2[CH:51]=[CH:50][C:49]([CH3:52])=[N:48]2)[C:35]([F:37])([F:36])[F:38])[N:3]=1, predict the reactants needed to synthesize it. The reactants are: [NH2:1][C:2]1[N:7]=[C:6]([N:8]2[CH2:32][CH2:31][C:11]3([CH2:15][N:14]([C:16]([O:18][CH2:19][C:20]4[CH:25]=[CH:24][CH:23]=[CH:22][CH:21]=4)=[O:17])[C@H:13]([C:26]([O:28][CH2:29][CH3:30])=[O:27])[CH2:12]3)[CH2:10][CH2:9]2)[CH:5]=[C:4]([O:33][C@H:34]([C:39]2[CH:44]=[CH:43][C:42]([CH:45]=O)=[CH:41][C:40]=2[N:47]2[CH:51]=[CH:50][C:49]([CH3:52])=[N:48]2)[C:35]([F:38])([F:37])[F:36])[N:3]=1.CC(O)=O.[BH-](OC(C)=O)(OC(C)=O)OC(C)=O.[Na+].[NH:71]([CH3:73])[CH3:72]. (2) Given the product [Cl:20][C:9]1[C:8]2[C:4]3[CH:3]=[C:2]([F:1])[CH:15]=[N:14][C:5]=3[NH:6][C:7]=2[N:12]=[CH:11][CH:10]=1, predict the reactants needed to synthesize it. The reactants are: [F:1][C:2]1[CH:15]=[N:14][C:5]2[NH:6][C:7]3[N+:12]([O-])=[CH:11][CH:10]=[CH:9][C:8]=3[C:4]=2[CH:3]=1.CS([Cl:20])(=O)=O. (3) Given the product [NH2:18][C:10]1[O:11][C:12]([CH3:16])([CH3:17])[C:13]([F:14])([F:15])[C@:8]([C:6]2[CH:7]=[C:2]([NH:1][C:30]([C:23]3[C:22]([Cl:21])=[CH:27][C:26]([C:28]#[N:29])=[CH:25][N:24]=3)=[O:31])[CH:3]=[CH:4][C:5]=2[F:20])([CH3:19])[N:9]=1, predict the reactants needed to synthesize it. The reactants are: [NH2:1][C:2]1[CH:3]=[CH:4][C:5]([F:20])=[C:6]([C@:8]2([CH3:19])[C:13]([F:15])([F:14])[C:12]([CH3:17])([CH3:16])[O:11][C:10]([NH2:18])=[N:9]2)[CH:7]=1.[Cl:21][C:22]1[C:23]([C:30](O)=[O:31])=[N:24][CH:25]=[C:26]([C:28]#[N:29])[CH:27]=1. (4) Given the product [C:27]([O:31][C:32]([N:34]1[CH2:39][CH2:38][N:37]([C:40]2[CH:41]=[N:42][C:43]([NH:46][C:13]3[N:14]=[CH:15][C:10]4[CH:9]=[C:8]([CH2:1][C:2]5[CH:7]=[CH:6][CH:5]=[CH:4][CH:3]=5)[C:20](=[O:21])[N:19]([CH:22]5[CH2:26][CH2:25][CH2:24][CH2:23]5)[C:11]=4[N:12]=3)=[CH:44][CH:45]=2)[CH2:36][CH2:35]1)=[O:33])([CH3:30])([CH3:28])[CH3:29], predict the reactants needed to synthesize it. The reactants are: [CH2:1]([C:8]1[C:20](=[O:21])[N:19]([CH:22]2[CH2:26][CH2:25][CH2:24][CH2:23]2)[C:11]2[N:12]=[C:13](S(C)=O)[N:14]=[CH:15][C:10]=2[CH:9]=1)[C:2]1[CH:7]=[CH:6][CH:5]=[CH:4][CH:3]=1.[C:27]([O:31][C:32]([N:34]1[CH2:39][CH2:38][N:37]([C:40]2[CH:41]=[N:42][C:43]([NH2:46])=[CH:44][CH:45]=2)[CH2:36][CH2:35]1)=[O:33])([CH3:30])([CH3:29])[CH3:28].